Dataset: CYP3A4 inhibition data for predicting drug metabolism from PubChem BioAssay. Task: Regression/Classification. Given a drug SMILES string, predict its absorption, distribution, metabolism, or excretion properties. Task type varies by dataset: regression for continuous measurements (e.g., permeability, clearance, half-life) or binary classification for categorical outcomes (e.g., BBB penetration, CYP inhibition). Dataset: cyp3a4_veith. (1) The drug is COCCn1c(=O)cnc2cnc(N(C)C)nc21. The result is 0 (non-inhibitor). (2) The result is 1 (inhibitor). The compound is C=C(C)COc1ccc(-c2n[nH]c(C)c2-c2ccc(OC)cc2)c(O)c1. (3) The compound is CC[C@H](C(=O)[C@H](C)[C@H](O)[C@H](C)CCc1ccc(C)c(O)c1C(=O)[O-])[C@H]1O[C@](CC)([C@@H]2CC[C@@](O)(CC)[C@H](C)O2)C[C@H]1C.[Na+]. The result is 1 (inhibitor). (4) The molecule is COC1=C(C)C(=O)c2c(c(COC(N)=O)c3n2C[C@@H]2[C@@H]3N2C)C1=O. The result is 0 (non-inhibitor). (5) The compound is CN1[C@@H](C[C@H](O)c2ccccc2)CCC[C@@H]1C[C@@H](O)c1ccccc1. The result is 0 (non-inhibitor). (6) The compound is CCOc1c2ccc(C(=O)NCc3ccc(C)cc3)cc2nn1CC. The result is 0 (non-inhibitor). (7) The molecule is CN(C)CCn1nnnc1SCC1=C(C(=O)O)N2C(=O)[C@@H](NC(=O)Cc3csc(N)n3)[C@@H]2SC1. The result is 0 (non-inhibitor). (8) The compound is O=C(c1ccco1)N1CCC2(CCCN(c3ncccn3)C2)CC1. The result is 0 (non-inhibitor). (9) The molecule is COc1ccc(C(=O)c2cnc3ccccc3c2-c2ccccc2)cc1. The result is 1 (inhibitor).